This data is from Reaction yield outcomes from USPTO patents with 853,638 reactions. The task is: Predict the reaction yield, written as a fraction of the theoretical maximum amount of product (1.0 means a 100% yield; for example, 0.34 means a 34% yield). (1) The reactants are C([C:3]1[C:11]2[C:6](=[CH:7][CH:8]=[CH:9][CH:10]=2)[N:5]([C:12]([O:14][C:15]([CH3:18])([CH3:17])[CH3:16])=[O:13])[N:4]=1)=O.[CH:19](C1N(C(OC(C)(C)C)=O)N=C2C=1C=CC=C2)=[O:20]. No catalyst specified. The product is [CH:19]([C:9]1[CH:10]=[C:11]2[C:6](=[CH:7][CH:8]=1)[N:5]([C:12]([O:14][C:15]([CH3:16])([CH3:17])[CH3:18])=[O:13])[N:4]=[CH:3]2)=[O:20]. The yield is 0.381. (2) The reactants are [CH3:1][NH:2][C:3](=[O:43])[CH2:4][C:5]1[CH:42]=[CH:41][CH:40]=[CH:39][C:6]=1[CH2:7][CH2:8][C:9]1[C:14]([C:15]([F:18])([F:17])[F:16])=[CH:13][N:12]=[C:11]([NH:19][C:20]2[CH:25]=[CH:24][C:23]([N:26]3[CH2:31][CH2:30][N:29](C(OC(C)(C)C)=O)[CH2:28][CH2:27]3)=[CH:22][CH:21]=2)[N:10]=1.FC(F)(F)C(O)=O. The catalyst is C(Cl)Cl. The product is [CH3:1][NH:2][C:3](=[O:43])[CH2:4][C:5]1[CH:42]=[CH:41][CH:40]=[CH:39][C:6]=1[CH2:7][CH2:8][C:9]1[C:14]([C:15]([F:18])([F:16])[F:17])=[CH:13][N:12]=[C:11]([NH:19][C:20]2[CH:21]=[CH:22][C:23]([N:26]3[CH2:31][CH2:30][NH:29][CH2:28][CH2:27]3)=[CH:24][CH:25]=2)[N:10]=1. The yield is 0.940. (3) The reactants are [CH2:1]1[CH2:12][C:11]2[C:6](=[CH:7][CH:8]=[CH:9][CH:10]=2)[C:4](=[O:5])[CH2:3][CH2:2]1.B(F)(F)F.[CH3:17][CH2:18]OCC.CC[OH:24]. The catalyst is C1C=CC=CC=1. The product is [CH:6]1([C:4]([O:5][CH2:17][CH3:18])=[O:24])[C:11]2[C:10](=[CH:3][CH:2]=[CH:1][CH:12]=2)[CH2:9][CH2:8][CH2:7]1. The yield is 0.0490. (4) The reactants are Br[C:2]1[C:3]([O:29][CH3:30])=[CH:4][C:5]2[N:9]=[CH:8][N:7]([CH2:10][C:11]3[CH:27]=[CH:26][C:14]4[N:15]=[C:16]([NH:18][C@@H:19]5[CH2:24][CH2:23][CH2:22][CH2:21][C@H:20]5[OH:25])[S:17][C:13]=4[CH:12]=3)[C:6]=2[CH:28]=1.[CH3:31][N:32](C=O)C. The catalyst is [C-]#N.[Zn+2].[C-]#N.C1(P(C2C=CC=CC=2)[C-]2C=CC=C2)C=CC=CC=1.[C-]1(P(C2C=CC=CC=2)C2C=CC=CC=2)C=CC=C1.[Fe+2].C1C=CC(/C=C/C(/C=C/C2C=CC=CC=2)=O)=CC=1.C1C=CC(/C=C/C(/C=C/C2C=CC=CC=2)=O)=CC=1.C1C=CC(/C=C/C(/C=C/C2C=CC=CC=2)=O)=CC=1.[Pd].[Pd]. The product is [OH:25][C@@H:20]1[CH2:21][CH2:22][CH2:23][CH2:24][C@H:19]1[NH:18][C:16]1[S:17][C:13]2[CH:12]=[C:11]([CH2:10][N:7]3[C:6]4[CH:28]=[C:2]([C:31]#[N:32])[C:3]([O:29][CH3:30])=[CH:4][C:5]=4[N:9]=[CH:8]3)[CH:27]=[CH:26][C:14]=2[N:15]=1. The yield is 0.410.